Dataset: Forward reaction prediction with 1.9M reactions from USPTO patents (1976-2016). Task: Predict the product of the given reaction. Given the reactants C(N(CC)CC)C.[C:8]([C:12]1[CH:13]=[C:14]([NH:24][C:25](OC2C=CC=CC=2)=[O:26])[C:15]([O:22][CH3:23])=[C:16]([CH:21]=1)[C:17]([O:19][CH3:20])=[O:18])([CH3:11])([CH3:10])[CH3:9].[NH2:34][C:35]1[C:44]2[C:39](=[CH:40][CH:41]=[CH:42][CH:43]=2)[C:38]([O:45][C:46]2[CH:51]=[CH:50][N:49]=[C:48]([NH:52][C:53]3[CH:58]=[C:57]([O:59][CH2:60][CH2:61][O:62][CH2:63][CH2:64][O:65][CH2:66][CH2:67][O:68][CH3:69])[CH:56]=[C:55]([O:70][CH3:71])[CH:54]=3)[CH:47]=2)=[CH:37][CH:36]=1, predict the reaction product. The product is: [C:8]([C:12]1[CH:13]=[C:14]([NH:24][C:25]([NH:34][C:35]2[C:44]3[C:39](=[CH:40][CH:41]=[CH:42][CH:43]=3)[C:38]([O:45][C:46]3[CH:51]=[CH:50][N:49]=[C:48]([NH:52][C:53]4[CH:58]=[C:57]([O:59][CH2:60][CH2:61][O:62][CH2:63][CH2:64][O:65][CH2:66][CH2:67][O:68][CH3:69])[CH:56]=[C:55]([O:70][CH3:71])[CH:54]=4)[CH:47]=3)=[CH:37][CH:36]=2)=[O:26])[C:15]([O:22][CH3:23])=[C:16]([CH:21]=1)[C:17]([O:19][CH3:20])=[O:18])([CH3:11])([CH3:9])[CH3:10].